Predict the product of the given reaction. From a dataset of Forward reaction prediction with 1.9M reactions from USPTO patents (1976-2016). (1) Given the reactants Br[C:2]1[CH:3]=[CH:4][C:5]([O:25][CH3:26])=[C:6]([C:8]([C:10]2[CH:11]=[N:12][C:13]([NH:16][C:17]3[CH:22]=[CH:21][C:20]([F:23])=[CH:19][C:18]=3[F:24])=[CH:14][CH:15]=2)=[O:9])[CH:7]=1.C([O-])([O-])=O.[Cs+].[Cs+].[CH3:33][C:34]([NH2:38])([CH3:37])[C:35]#[CH:36], predict the reaction product. The product is: [NH2:38][C:34]([CH3:37])([CH3:33])[C:35]#[C:36][C:2]1[CH:3]=[CH:4][C:5]([O:25][CH3:26])=[C:6]([C:8]([C:10]2[CH:11]=[N:12][C:13]([NH:16][C:17]3[CH:22]=[CH:21][C:20]([F:23])=[CH:19][C:18]=3[F:24])=[CH:14][CH:15]=2)=[O:9])[CH:7]=1. (2) Given the reactants [CH3:1][O:2][C:3]1[CH:8]=[CH:7][C:6]([C:9]2[CH:14]=[CH:13][C:12]([N+:15]([O-:17])=[O:16])=[CH:11][CH:10]=2)=[CH:5][C:4]=1[C:18]([OH:20])=O.Cl.[Cl:22][C:23]1[CH:24]=[C:25]([C:30]2[CH:35]=[CH:34][C:33]([CH2:36][C@@H:37]([NH2:44])[C:38]3[O:42][N:41]=[C:40]([CH3:43])[N:39]=3)=[CH:32][CH:31]=2)[CH:26]=[CH:27][C:28]=1[F:29], predict the reaction product. The product is: [Cl:22][C:23]1[CH:24]=[C:25]([C:30]2[CH:35]=[CH:34][C:33]([CH2:36][C@@H:37]([NH:44][C:18]([C:4]3[CH:5]=[C:6]([C:9]4[CH:10]=[CH:11][C:12]([N+:15]([O-:17])=[O:16])=[CH:13][CH:14]=4)[CH:7]=[CH:8][C:3]=3[O:2][CH3:1])=[O:20])[C:38]3[O:42][N:41]=[C:40]([CH3:43])[N:39]=3)=[CH:32][CH:31]=2)[CH:26]=[CH:27][C:28]=1[F:29]. (3) Given the reactants [O-2:1].[Ti+4:2].[O-2:3].N([C:6]([CH3:10])([CH3:9])[C:7]#N)=N[C:6]([CH3:10])([CH3:9])[C:7]#N.[CH2:16](S([O-])(=O)=[O:29])CCCCCCCCCCC.[Na+].P([O-])([O-])([O-])=[O:34].[Ca+2].P([O-])([O-])([O-])=O.[Ca+2].[Ca+2], predict the reaction product. The product is: [O-2:29].[Ti+4:2].[O-2:34].[C:7]([OH:3])(=[O:1])[C:6]([CH3:10])=[CH2:9].[C:9]([O:3][CH3:16])(=[O:1])[C:6]([CH3:10])=[CH2:7]. (4) The product is: [F:1][C:2]1[CH:7]=[CH:6][C:5]([C:8]2[C:18]([CH2:19][C:20]3[N:25]=[C:24]([C:26]([OH:28])=[O:27])[CH:23]=[CH:22][CH:21]=3)=[C:11]3[CH:12]=[CH:13][C:14]([O:16][CH3:17])=[CH:15][N:10]3[N:9]=2)=[CH:4][CH:3]=1. Given the reactants [F:1][C:2]1[CH:7]=[CH:6][C:5]([C:8]2[C:18]([CH2:19][C:20]3[N:25]=[C:24]([C:26]([O:28]C)=[O:27])[CH:23]=[CH:22][CH:21]=3)=[C:11]3[CH:12]=[CH:13][C:14]([O:16][CH3:17])=[CH:15][N:10]3[N:9]=2)=[CH:4][CH:3]=1.[OH-].[Na+].Cl, predict the reaction product. (5) Given the reactants [C:1]([C:3]1[CH:8]=[CH:7][C:6]([S:9](Cl)(=[O:11])=[O:10])=[CH:5][CH:4]=1)#[N:2].[CH2:13]([NH:20][CH2:21][C:22]1[CH:27]=[CH:26][C:25]([O:28][CH3:29])=[CH:24][CH:23]=1)[C:14]1[CH:19]=[CH:18][CH:17]=[CH:16][CH:15]=1.C(N(CC)CC)C, predict the reaction product. The product is: [CH2:13]([N:20]([CH2:21][C:22]1[CH:27]=[CH:26][C:25]([O:28][CH3:29])=[CH:24][CH:23]=1)[S:9]([C:6]1[CH:7]=[CH:8][C:3]([C:1]#[N:2])=[CH:4][CH:5]=1)(=[O:11])=[O:10])[C:14]1[CH:15]=[CH:16][CH:17]=[CH:18][CH:19]=1. (6) Given the reactants [CH2:1]([N:3](CC)CC)C.Cl.CN.[C:11](Cl)(=[O:19])[CH2:12][CH2:13][CH2:14][CH2:15][CH2:16][CH2:17][CH3:18], predict the reaction product. The product is: [CH3:1][NH:3][C:11](=[O:19])[CH2:12][CH2:13][CH2:14][CH2:15][CH2:16][CH2:17][CH3:18].